The task is: Predict the product of the given reaction.. This data is from Forward reaction prediction with 1.9M reactions from USPTO patents (1976-2016). (1) Given the reactants CC(O[C:6]([NH:8][C@H:9]([C:17]([OH:19])=[O:18])[CH2:10][C:11]1[CH:16]=[CH:15][CH:14]=[CH:13][CH:12]=1)=O)(C)C.[NH2:20][C:21]1[CH:26]=[CH:25][CH:24]=[CH:23][N:22]=1.[C:27](O)(=O)[CH2:28][CH2:29][CH2:30][CH2:31][CH2:32][CH2:33][CH2:34][CH2:35]C.C1CCC(N=C=NC2CCCCC2)CC1, predict the reaction product. The product is: [CH2:6]([NH:8][C@H:9]([C:17]([OH:19])=[O:18])[CH2:10][C:11]1[CH:12]=[CH:13][CH:14]=[CH:15][CH:16]=1)[CH2:27][CH2:28][CH2:29][CH2:30][CH2:31][CH2:32][CH2:33][CH2:34][CH3:35].[NH2:20][C:21]1[CH:26]=[CH:25][CH:24]=[CH:23][N:22]=1. (2) The product is: [CH3:44][C:32]1[N:31]([CH2:30][C:27]2[CH:28]=[CH:29][C:24]([C:19]3[C:18]([C:16]([OH:17])=[O:15])=[CH:23][CH:22]=[CH:21][CH:20]=3)=[CH:25][CH:26]=2)[C:39]2[C:34]([C:33]=1[CH3:43])=[CH:35][C:36]([C:40](=[O:41])[NH:10][C@@H:3]([C:4]1[CH:9]=[CH:8][CH:7]=[CH:6][CH:5]=1)[CH2:1][CH3:2])=[CH:37][CH:38]=2. Given the reactants [CH2:1]([C@@H:3]([NH2:10])[C:4]1[CH:9]=[CH:8][CH:7]=[CH:6][CH:5]=1)[CH3:2].C([O:15][C:16]([C:18]1[CH:23]=[CH:22][CH:21]=[CH:20][C:19]=1[C:24]1[CH:29]=[CH:28][C:27]([CH2:30][N:31]2[C:39]3[C:34](=[CH:35][C:36]([C:40](O)=[O:41])=[CH:37][CH:38]=3)[C:33]([CH3:43])=[C:32]2[CH3:44])=[CH:26][CH:25]=1)=[O:17])(C)(C)C, predict the reaction product. (3) Given the reactants [C:1]([CH2:3][CH2:4][C:5]([C:8]1[CH:16]=[CH:15][C:11]([C:12]([OH:14])=O)=[CH:10][CH:9]=1)([CH3:7])[CH3:6])#[N:2].[Cl:17][C:18]1[CH:19]=[CH:20][C:21]2[N:22]([CH:24]=[C:25]([NH2:27])[N:26]=2)[CH:23]=1, predict the reaction product. The product is: [Cl:17][C:18]1[CH:19]=[CH:20][C:21]2[N:22]([CH:24]=[C:25]([NH:27][C:12](=[O:14])[C:11]3[CH:10]=[CH:9][C:8]([C:5]([CH3:6])([CH3:7])[CH2:4][CH2:3][C:1]#[N:2])=[CH:16][CH:15]=3)[N:26]=2)[CH:23]=1. (4) Given the reactants [O:1]=[C:2]1[N:8]([CH:9]2[CH2:14][CH2:13][N:12]([C:15]([O:17][C@H:18]([CH2:34][C:35]3[CH:40]=[C:39]([C:41]([F:44])([F:43])[F:42])[C:38]([NH2:45])=[C:37]([Cl:46])[CH:36]=3)[C:19]([N:21]3[CH2:26][CH2:25][CH:24]([N:27]4[CH2:32][CH2:31][N:30]([CH3:33])[CH2:29][CH2:28]4)[CH2:23][CH2:22]3)=[O:20])=[O:16])[CH2:11][CH2:10]2)[CH2:7][CH2:6][C:5]2[CH:47]=[CH:48][CH:49]=[CH:50][C:4]=2[NH:3]1.[S:51](=[O:55])(=[O:54])([OH:53])[OH:52], predict the reaction product. The product is: [S:51]([OH:55])([OH:54])(=[O:53])=[O:52].[O:1]=[C:2]1[N:8]([CH:9]2[CH2:14][CH2:13][N:12]([C:15]([O:17][C@H:18]([CH2:34][C:35]3[CH:40]=[C:39]([C:41]([F:43])([F:42])[F:44])[C:38]([NH2:45])=[C:37]([Cl:46])[CH:36]=3)[C:19]([N:21]3[CH2:26][CH2:25][CH:24]([N:27]4[CH2:28][CH2:29][N:30]([CH3:33])[CH2:31][CH2:32]4)[CH2:23][CH2:22]3)=[O:20])=[O:16])[CH2:11][CH2:10]2)[CH2:7][CH2:6][C:5]2[CH:47]=[CH:48][CH:49]=[CH:50][C:4]=2[NH:3]1. (5) Given the reactants [CH3:1][C@:2]12[C@@:19]3([CH3:20])[C@@H:10]([C@:11]4([CH3:31])[C@@H:16]([CH2:17][CH2:18]3)[C:15]([CH3:22])([CH3:21])[C:14](OS(C(F)(F)F)(=O)=O)=[CH:13][CH2:12]4)[CH2:9][CH2:8][CH:7]1[C@H:6]1[C@H:32]([C:35]([CH3:37])=[CH2:36])[CH2:33][CH2:34][C@:5]1([C:38]([O:40][CH2:41][C:42]1[CH:47]=[CH:46][CH:45]=[CH:44][CH:43]=1)=[O:39])[CH2:4][CH2:3]2.CC(O)C.O.C(=O)([O-])[O-].[Na+].[Na+].[CH3:59][O:60][C:61]([C:63]1[CH:68]=[CH:67][C:66](B(O)O)=[CH:65][CH:64]=1)=[O:62], predict the reaction product. The product is: [CH3:59][O:60][C:61]([C:63]1[CH:68]=[CH:67][C:66]([C:14]2[C:15]([CH3:22])([CH3:21])[C@H:16]3[C@:11]([CH3:31])([CH2:12][CH:13]=2)[C@@H:10]2[C@:19]([CH3:20])([C@@:2]4([CH3:1])[C@H:7]([CH2:8][CH2:9]2)[C@H:6]2[C@H:32]([C:35]([CH3:37])=[CH2:36])[CH2:33][CH2:34][C@:5]2([C:38]([O:40][CH2:41][C:42]2[CH:47]=[CH:46][CH:45]=[CH:44][CH:43]=2)=[O:39])[CH2:4][CH2:3]4)[CH2:18][CH2:17]3)=[CH:65][CH:64]=1)=[O:62]. (6) Given the reactants N1CC[CH2:3][CH2:2]1.C1(=O)CCCC1.[C-]#N.[K+].[CH3:15][C:16]([N:20]1[CH2:24][CH2:23][CH2:22][CH2:21]1)([CH3:19])[C:17]#[N:18], predict the reaction product. The product is: [N:20]1([C:16]2([C:17]#[N:18])[CH2:19][CH2:3][CH2:2][CH2:15]2)[CH2:24][CH2:23][CH2:22][CH2:21]1.